From a dataset of Reaction yield outcomes from USPTO patents with 853,638 reactions. Predict the reaction yield, written as a fraction of the theoretical maximum amount of product (1.0 means a 100% yield; for example, 0.34 means a 34% yield). (1) The reactants are [C:1]1([O:8][CH3:9])[C:2](=[CH:4][CH:5]=[CH:6][CH:7]=1)[OH:3].[H-].[Na+].[CH3:12][O:13][C:14](=[O:26])[C:15]1[C:16](=[C:21](I)[CH:22]=[CH:23][CH:24]=1)[C:17]([O:19][CH3:20])=[O:18]. The catalyst is N1C=CC=CC=1.[Cu]Br. The product is [CH3:12][O:13][C:14](=[O:26])[C:15]1[C:16](=[C:21]([O:3][C:2]2[CH:4]=[CH:5][CH:6]=[CH:7][C:1]=2[O:8][CH3:9])[CH:22]=[CH:23][CH:24]=1)[C:17]([O:19][CH3:20])=[O:18]. The yield is 0.380. (2) The reactants are [Cl:1][C:2]1[CH:7]=[CH:6][C:5]([C:8]2[N:12]([C:13]3[CH:18]=[CH:17][C:16]([S:19]([NH2:22])(=[O:21])=[O:20])=[CH:15][CH:14]=3)[N:11]=[C:10]([CH2:23]Cl)[CH:9]=2)=[CH:4][CH:3]=1.[C-:25]#[N:26].[Na+]. The catalyst is CS(C)=O.O. The product is [Cl:1][C:2]1[CH:3]=[CH:4][C:5]([C:8]2[N:12]([C:13]3[CH:14]=[CH:15][C:16]([S:19]([NH2:22])(=[O:20])=[O:21])=[CH:17][CH:18]=3)[N:11]=[C:10]([CH2:23][C:25]#[N:26])[CH:9]=2)=[CH:6][CH:7]=1. The yield is 0.750.